From a dataset of Catalyst prediction with 721,799 reactions and 888 catalyst types from USPTO. Predict which catalyst facilitates the given reaction. (1) Reactant: [F:1][C:2]([F:30])([F:29])[C:3]1[CH:28]=[CH:27][C:6]2[NH:7][C:8]([C@H:10]3[CH2:15][CH2:14][CH2:13][C@@H:12]([NH:16]C(=O)OCC4C=CC=CC=4)[CH2:11]3)=[N:9][C:5]=2[CH:4]=1.[H][H]. Product: [F:30][C:2]([F:1])([F:29])[C:3]1[CH:28]=[CH:27][C:6]2[NH:7][C:8]([C@H:10]3[CH2:15][CH2:14][CH2:13][C@@H:12]([NH2:16])[CH2:11]3)=[N:9][C:5]=2[CH:4]=1. The catalyst class is: 43. (2) Reactant: C([O-])(=O)C.[K+].[B:15]1([B:15]2[O:19][C:18]([CH3:21])([CH3:20])[C:17]([CH3:23])([CH3:22])[O:16]2)[O:19][C:18]([CH3:21])([CH3:20])[C:17]([CH3:23])([CH3:22])[O:16]1.Br[C:25]1[CH:26]=[CH:27][C:28]([O:36][CH3:37])=[C:29]([NH:31][S:32]([CH3:35])(=[O:34])=[O:33])[CH:30]=1.C(Cl)Cl. Product: [CH3:37][O:36][C:28]1[CH:27]=[CH:26][C:25]([B:15]2[O:16][C:17]([CH3:22])([CH3:23])[C:18]([CH3:20])([CH3:21])[O:19]2)=[CH:30][C:29]=1[NH:31][S:32]([CH3:35])(=[O:34])=[O:33]. The catalyst class is: 12. (3) Reactant: [BH4-].[Na+].[CH:3]([C:5]1[C:13]2[C:8](=[CH:9][CH:10]=[CH:11][CH:12]=2)[NH:7][C:6]=1[C:14]([O:16][CH2:17][CH3:18])=[O:15])=O.[CH:19](O)(C)C. Product: [CH3:3][C:5]1[C:13]2[C:8](=[CH:9][CH:10]=[CH:11][CH:12]=2)[NH:7][C:6]=1[C:14]([O:16][CH:17]([CH3:18])[CH3:19])=[O:15]. The catalyst class is: 45. (4) Reactant: [OH-].[Na+].[Na+].[Cl-].[NH2:5][C:6]1[C:11](Cl)=[C:10]([Cl:13])[N:9]=[C:8]([C:14]([OH:16])=[O:15])[C:7]=1[Cl:17]. Product: [NH2:5][C:6]1[CH:11]=[C:10]([Cl:13])[N:9]=[C:8]([C:14]([OH:16])=[O:15])[C:7]=1[Cl:17]. The catalyst class is: 6. (5) Reactant: [F:1][C:2]1[CH:7]=[C:6]([N+:8]([O-])=O)[CH:5]=[CH:4][C:3]=1[OH:11]. Product: [NH2:8][C:6]1[CH:5]=[CH:4][C:3]([OH:11])=[C:2]([F:1])[CH:7]=1. The catalyst class is: 663. (6) Reactant: [CH2:1]([CH:3]([CH2:9][CH3:10])[CH2:4][CH2:5][C:6](O)=[O:7])[CH3:2].C(Cl)(=O)C([Cl:14])=O. Product: [CH2:1]([CH:3]([CH2:9][CH3:10])[CH2:4][CH2:5][C:6]([Cl:14])=[O:7])[CH3:2]. The catalyst class is: 434.